Dataset: Peptide-MHC class II binding affinity with 134,281 pairs from IEDB. Task: Regression. Given a peptide amino acid sequence and an MHC pseudo amino acid sequence, predict their binding affinity value. This is MHC class II binding data. (1) The peptide sequence is GELQIVDKIDAAFKM. The MHC is DRB3_0202 with pseudo-sequence DRB3_0202. The binding affinity (normalized) is 0.142. (2) The peptide sequence is EKKQFAATQFEPLAA. The MHC is HLA-DPA10301-DPB10402 with pseudo-sequence HLA-DPA10301-DPB10402. The binding affinity (normalized) is 0.892. (3) The peptide sequence is TDDNEEPIAPYHFDL. The MHC is HLA-DPA10201-DPB10101 with pseudo-sequence HLA-DPA10201-DPB10101. The binding affinity (normalized) is 0.178.